Dataset: Forward reaction prediction with 1.9M reactions from USPTO patents (1976-2016). Task: Predict the product of the given reaction. (1) Given the reactants [C:1]([O:5][C:6]([N:8]1[CH2:13][CH2:12][CH:11]([CH2:14][OH:15])[CH2:10][CH2:9]1)=[O:7])([CH3:4])([CH3:3])[CH3:2].[H-].[Na+].[CH2:18]([O:25][C:26]1[CH:31]=[CH:30][C:29]([C:32]2[CH:37]=[C:36](Cl)[N:35]=[N:34][C:33]=2[CH2:39][CH2:40][CH2:41][CH3:42])=[CH:28][CH:27]=1)[C:19]1[CH:24]=[CH:23][CH:22]=[CH:21][CH:20]=1.O, predict the reaction product. The product is: [C:1]([O:5][C:6]([N:8]1[CH2:13][CH2:12][CH:11]([CH2:14][O:15][C:36]2[N:35]=[N:34][C:33]([CH2:39][CH2:40][CH2:41][CH3:42])=[C:32]([C:29]3[CH:28]=[CH:27][C:26]([O:25][CH2:18][C:19]4[CH:20]=[CH:21][CH:22]=[CH:23][CH:24]=4)=[CH:31][CH:30]=3)[CH:37]=2)[CH2:10][CH2:9]1)=[O:7])([CH3:4])([CH3:3])[CH3:2]. (2) Given the reactants [OH:1][C:2]1[CH:7]=[CH:6][C:5]([CH2:8][C:9]([OH:11])=O)=[CH:4][CH:3]=1.O[N:13]1[C:17]2[CH:18]=[CH:19]C=[CH:21][C:16]=2N=N1.Cl.[CH3:23][N:24]([CH3:33])[CH2:25][CH2:26][CH2:27][N:28]=[C:29]=NCC.NC1C=CC(N2CCC(N(C)[C:47](=[O:49])[CH3:48])C2)=CC=1, predict the reaction product. The product is: [C:47]([CH2:29][NH:28][CH:27]1[CH2:26][CH2:25][N:24]([C:23]2[CH:21]=[CH:16][C:17]([NH:13][C:9](=[O:11])[CH2:8][C:5]3[CH:4]=[CH:3][C:2]([OH:1])=[CH:7][CH:6]=3)=[CH:18][CH:19]=2)[CH2:33]1)(=[O:49])[CH3:48]. (3) Given the reactants B(Br)(Br)Br.C[O:6][C:7]1[CH:39]=[CH:38][C:10](/[CH:11]=[CH:12]/[C:13]2[CH:18]=[C:17]([O:19]C)[C:16]([CH2:21][CH2:22][CH2:23][CH2:24][CH2:25][CH2:26][CH2:27][CH2:28][CH2:29][CH2:30][CH2:31][CH2:32][CH2:33][CH2:34][OH:35])=[C:15]([O:36]C)[CH:14]=2)=[CH:9][CH:8]=1.O, predict the reaction product. The product is: [OH:6][C:7]1[CH:8]=[CH:9][C:10](/[CH:11]=[CH:12]/[C:13]2[CH:18]=[C:17]([OH:19])[C:16]([CH2:21][CH2:22][CH2:23][CH2:24][CH2:25][CH2:26][CH2:27][CH2:28][CH2:29][CH2:30][CH2:31][CH2:32][CH2:33][CH2:34][OH:35])=[C:15]([OH:36])[CH:14]=2)=[CH:38][CH:39]=1. (4) Given the reactants C1COCC1.[S:6]1[CH:10]=[CH:9][C:8]2[C:11]([N:15]3[CH2:20][CH2:19][N:18]([CH2:21][CH2:22][CH2:23][O:24][C:25]4[N:29]([CH3:30])[N:28]=[C:27]([CH2:31][O:32][Si](C(C)(C)C)(C)C)[CH:26]=4)[CH2:17][CH2:16]3)=[CH:12][CH:13]=[CH:14][C:7]1=2.[F-].C([N+](CCCC)(CCCC)CCCC)CCC, predict the reaction product. The product is: [S:6]1[CH:10]=[CH:9][C:8]2[C:11]([N:15]3[CH2:16][CH2:17][N:18]([CH2:21][CH2:22][CH2:23][O:24][C:25]4[N:29]([CH3:30])[N:28]=[C:27]([CH2:31][OH:32])[CH:26]=4)[CH2:19][CH2:20]3)=[CH:12][CH:13]=[CH:14][C:7]1=2. (5) Given the reactants [NH2:1][C:2]1[C:3](Br)=[CH:4][C:5](Br)=[C:6]([OH:8])[CH:7]=1.Cl.[CH:12](=O)/[CH:13]=[CH:14]/[CH3:15].NC1C=CC=CC=1.C([O-])(O)=O.[Na+], predict the reaction product. The product is: [CH3:15][C:14]1[CH:13]=[CH:12][C:7]2[C:6]([OH:8])=[CH:5][CH:4]=[CH:3][C:2]=2[N:1]=1.